From a dataset of Full USPTO retrosynthesis dataset with 1.9M reactions from patents (1976-2016). Predict the reactants needed to synthesize the given product. (1) Given the product [O:31]1[C:35]2[CH:36]=[CH:37][C:38]([C:1](=[O:3])[CH3:2])=[CH:39][C:34]=2[CH2:33][CH2:32]1, predict the reactants needed to synthesize it. The reactants are: [C:1](Cl)(=[O:3])[CH3:2].[Cl-].[Al+3].[Cl-].[Cl-].N1C2C(=C(N3CCN(C(OC(C)(C)C)=O)CC3)C=CC=2)C=C1.[O:31]1[C:35]2[CH:36]=[CH:37][CH:38]=[CH:39][C:34]=2[CH2:33][CH2:32]1. (2) Given the product [CH3:32][O:31][C:28]1[CH:29]=[CH:30][C:25]([CH2:24][NH:23][C:21]2[N:22]=[C:17]([C:14]3[N:13]=[CH:12][C:11]4[CH:10]=[N:9][N:8]([C:6]5[N:7]=[C:2]([N:36]6[CH2:37][CH2:38][CH2:39][N:33]([C:40]([O:42][C:43]([CH3:46])([CH3:45])[CH3:44])=[O:41])[CH2:34][CH2:35]6)[CH:3]=[CH:4][CH:5]=5)[C:16]=4[CH:15]=3)[CH:18]=[N:19][CH:20]=2)=[CH:26][CH:27]=1, predict the reactants needed to synthesize it. The reactants are: F[C:2]1[N:7]=[C:6]([N:8]2[C:16]3[CH:15]=[C:14]([C:17]4[N:22]=[C:21]([NH:23][CH2:24][C:25]5[CH:30]=[CH:29][C:28]([O:31][CH3:32])=[CH:27][CH:26]=5)[CH:20]=[N:19][CH:18]=4)[N:13]=[CH:12][C:11]=3[CH:10]=[N:9]2)[CH:5]=[CH:4][CH:3]=1.[N:33]1([C:40]([O:42][C:43]([CH3:46])([CH3:45])[CH3:44])=[O:41])[CH2:39][CH2:38][CH2:37][NH:36][CH2:35][CH2:34]1.CN1CCOCC1.O. (3) Given the product [CH3:1][N:2]([CH2:4][C:5]1[C:13]2[O:12][N:11]=[C:10]([CH2:14][CH2:15][CH:16]3[CH2:21][CH2:20][N:19]([CH2:34][C:32]4[CH:31]=[CH:30][CH:29]=[C:28]([F:27])[N:33]=4)[CH2:18][CH2:17]3)[C:9]=2[CH:8]=[CH:7][C:6]=1[O:22][CH2:23][CH:24]1[CH2:25][CH2:26]1)[CH3:3], predict the reactants needed to synthesize it. The reactants are: [CH3:1][N:2]([CH2:4][C:5]1[C:13]2[O:12][N:11]=[C:10]([CH2:14][CH2:15][CH:16]3[CH2:21][CH2:20][NH:19][CH2:18][CH2:17]3)[C:9]=2[CH:8]=[CH:7][C:6]=1[O:22][CH2:23][CH:24]1[CH2:26][CH2:25]1)[CH3:3].[F:27][C:28]1[N:33]=[C:32]([CH:34]=O)[CH:31]=[CH:30][CH:29]=1.C(O[BH-](OC(=O)C)OC(=O)C)(=O)C.[Na+].C(=O)(O)[O-].[Na+].[OH-].[Na+]. (4) Given the product [ClH:42].[ClH:42].[OH:61][CH:58]1[CH2:59][CH2:60][N:55]([C@@H:53]([CH3:52])[CH2:11][N:12]2[CH2:17][CH2:16][CH:15]([NH:18][C:19]([C:21]3[NH:22][C:23]4[C:28]([CH:29]=3)=[C:27]([O:30][CH2:31][C:32]3[C:36]5[CH:37]=[C:38]([F:41])[CH:39]=[CH:40][C:35]=5[O:34][CH:33]=3)[CH:26]=[CH:25][CH:24]=4)=[O:20])[CH2:14][CH2:13]2)[CH2:56][CH2:57]1, predict the reactants needed to synthesize it. The reactants are: [C@H]1([CH2:11][N:12]2[CH2:17][CH2:16][CH:15]([NH:18][C:19]([C:21]3[NH:22][C:23]4[C:28]([CH:29]=3)=[C:27]([O:30][CH2:31][C:32]3[C:36]5[CH:37]=[C:38]([F:41])[CH:39]=[CH:40][C:35]=5[O:34][CH:33]=3)[CH:26]=[CH:25][CH:24]=4)=[O:20])[CH2:14][CH2:13]2)[C@@H]2N(CCCC2)CCC1.[ClH:42].Cl.Cl.NC1CCN([CH2:52][C@@H:53]([N:55]2[CH2:60][CH2:59][CH:58]([OH:61])[CH2:57][CH2:56]2)C)CC1.